This data is from Full USPTO retrosynthesis dataset with 1.9M reactions from patents (1976-2016). The task is: Predict the reactants needed to synthesize the given product. (1) Given the product [Cl:28][C:29]1[CH:30]=[C:31]([CH:35]=[CH:36][CH:37]=1)[C:32]([NH:1][C:2]1[CH:3]=[C:4]([CH:11]=[CH:12][C:13]=1[N:14]1[CH2:15][CH2:16][CH:17]([CH2:20][CH2:21][N:22]2[CH2:27][CH2:26][CH2:25][CH2:24][CH2:23]2)[CH2:18][CH2:19]1)[C:5]([NH:7][CH:8]1[CH2:10][CH2:9]1)=[O:6])=[O:33], predict the reactants needed to synthesize it. The reactants are: [NH2:1][C:2]1[CH:3]=[C:4]([CH:11]=[CH:12][C:13]=1[N:14]1[CH2:19][CH2:18][CH:17]([CH2:20][CH2:21][N:22]2[CH2:27][CH2:26][CH2:25][CH2:24][CH2:23]2)[CH2:16][CH2:15]1)[C:5]([NH:7][CH:8]1[CH2:10][CH2:9]1)=[O:6].[Cl:28][C:29]1[CH:30]=[C:31]([CH:35]=[CH:36][CH:37]=1)[C:32](Cl)=[O:33]. (2) Given the product [Br:1][C:2]1[S:26][C:5]2[CH2:6][CH2:7][C:8]3[C:9]([C:21]([OH:23])=[O:22])=[N:10][N:11]([C:13]4[CH:18]=[CH:17][C:16]([Cl:19])=[CH:15][C:14]=4[Cl:20])[C:12]=3[C:4]=2[CH:3]=1, predict the reactants needed to synthesize it. The reactants are: [Br:1][C:2]1[S:26][C:5]2[CH2:6][CH2:7][C:8]3[C:9]([C:21]([O:23]CC)=[O:22])=[N:10][N:11]([C:13]4[CH:18]=[CH:17][C:16]([Cl:19])=[CH:15][C:14]=4[Cl:20])[C:12]=3[C:4]=2[CH:3]=1.[OH-].[K+].Cl. (3) Given the product [F:62][C:36]([F:35])([F:61])[C:37]1[CH:42]=[CH:41][CH:40]=[CH:39][C:38]=1[C:43]1([C:48]([NH:15][C:13](=[O:14])[C:11]2[CH:10]=[CH:9][CH:8]=[CH:7][N:12]=2)=[O:82])[N:44]=[CH:45][CH:51]=[N:52]1, predict the reactants needed to synthesize it. The reactants are: O1CCN([C:7]2[N:12]=[C:11]([C:13]([NH:15]C3N=CN4C=CC(C5C=CC=CC=5C(F)(F)F)=NC=34)=[O:14])[CH:10]=[CH:9][CH:8]=2)CC1.[F:35][C:36]([F:62])([F:61])[C:37]1[CH:42]=[CH:41][CH:40]=[CH:39][C:38]=1[C:43]1[CH:48]=CN2C=N[C:51]([NH:52]C(=O)C3C=CC=NC=3)=[C:45]2[N:44]=1.FC(F)(F)C1C=CC=CC=1C1C=CN2C=NC(NC(C3C=CN=CN=3)=[O:82])=C2N=1.